This data is from Forward reaction prediction with 1.9M reactions from USPTO patents (1976-2016). The task is: Predict the product of the given reaction. (1) Given the reactants [CH:1]([N:4]1[CH2:9][CH2:8][CH:7]([O:10][C:11]2[CH:19]=[CH:18][C:17]3[N:16]4[CH2:20][CH2:21][NH:22][C:23](=[O:24])[C:15]4=[CH:14][C:13]=3[CH:12]=2)[CH2:6][CH2:5]1)([CH3:3])[CH3:2].[H-].[Na+].Cl.Cl[CH2:29][C:30]1[CH:31]=[N:32][CH:33]=[CH:34][CH:35]=1, predict the reaction product. The product is: [CH:1]([N:4]1[CH2:9][CH2:8][CH:7]([O:10][C:11]2[CH:19]=[CH:18][C:17]3[N:16]4[CH2:20][CH2:21][N:22]([CH2:29][C:30]5[CH:31]=[N:32][CH:33]=[CH:34][CH:35]=5)[C:23](=[O:24])[C:15]4=[CH:14][C:13]=3[CH:12]=2)[CH2:6][CH2:5]1)([CH3:3])[CH3:2]. (2) Given the reactants C([O:8][C:9]1[CH:14]=[C:13]([CH2:15][O:16]CC2C=CC=CC=2)[CH:12]=[CH:11][C:10]=1[CH:24]1[N:27]([C:28]2[CH:33]=[CH:32][C:31]([F:34])=[CH:30][CH:29]=2)[C:26](=[O:35])[CH:25]1[CH2:36][CH2:37][CH:38]([O:46][Si](C(C)(C)C)(C)C)[C:39]1[CH:44]=[CH:43][C:42]([F:45])=[CH:41][CH:40]=1)C1C=CC=CC=1.[H][H], predict the reaction product. The product is: [F:34][C:31]1[CH:30]=[CH:29][C:28]([N:27]2[CH:24]([C:10]3[CH:11]=[CH:12][C:13]([CH2:15][OH:16])=[CH:14][C:9]=3[OH:8])[CH:25]([CH2:36][CH2:37][CH:38]([C:39]3[CH:40]=[CH:41][C:42]([F:45])=[CH:43][CH:44]=3)[OH:46])[C:26]2=[O:35])=[CH:33][CH:32]=1. (3) Given the reactants C([O-])([O-])=O.[K+].[K+].[CH3:7][C:8]1[N:12]([CH2:13][C:14]2[CH:15]=[C:16]([OH:20])[CH:17]=[CH:18][CH:19]=2)[N:11]=[C:10]([C:21]2[O:25][N:24]=[C:23]([C:26]3[CH:31]=[CH:30][C:29]([O:32][C:33]([F:36])([F:35])[F:34])=[CH:28][CH:27]=3)[N:22]=2)[N:9]=1.Br[CH2:38][CH2:39][O:40][CH3:41], predict the reaction product. The product is: [CH3:41][O:40][CH2:39][CH2:38][O:20][C:16]1[CH:15]=[C:14]([CH2:13][N:12]2[C:8]([CH3:7])=[N:9][C:10]([C:21]3[O:25][N:24]=[C:23]([C:26]4[CH:31]=[CH:30][C:29]([O:32][C:33]([F:36])([F:34])[F:35])=[CH:28][CH:27]=4)[N:22]=3)=[N:11]2)[CH:19]=[CH:18][CH:17]=1.